Dataset: Catalyst prediction with 721,799 reactions and 888 catalyst types from USPTO. Task: Predict which catalyst facilitates the given reaction. (1) Reactant: Cl[C:2]1[C:3]2[C:10]([C:11]3[CH:16]=[CH:15][C:14]([O:17][CH3:18])=[CH:13][CH:12]=3)=[C:9]([C:19]3[CH:24]=[CH:23][CH:22]=[CH:21][CH:20]=3)[O:8][C:4]=2[N:5]=[CH:6][N:7]=1.[NH2:25][C:26]1[CH:27]=[C:28]([OH:32])[CH:29]=[CH:30][CH:31]=1.C(=O)([O-])[O-].[K+].[K+]. Product: [CH3:18][O:17][C:14]1[CH:15]=[CH:16][C:11]([C:10]2[C:3]3[C:2]([O:32][C:28]4[CH:27]=[C:26]([CH:31]=[CH:30][CH:29]=4)[NH2:25])=[N:7][CH:6]=[N:5][C:4]=3[O:8][C:9]=2[C:19]2[CH:20]=[CH:21][CH:22]=[CH:23][CH:24]=2)=[CH:12][CH:13]=1. The catalyst class is: 3. (2) Reactant: COC([N:5]1[CH2:14][CH2:13][C:12]2[N:11]=[C:10]([Cl:15])[CH:9]=[CH:8][C:7]=2[C:6]1=[O:16])=O.C[O-].[Na+]. Product: [Cl:15][C:10]1[CH:9]=[CH:8][C:7]2[C:6](=[O:16])[NH:5][CH2:14][CH2:13][C:12]=2[N:11]=1. The catalyst class is: 12. (3) Reactant: [Br:1][C:2]1[CH:7]=[CH:6][C:5]([NH:8][C:9](=[O:21])[C:10]2[CH:15]=[CH:14][C:13]([NH:16][CH3:17])=[C:12]([N+:18]([O-])=O)[CH:11]=2)=[CH:4][CH:3]=1.[Sn](Cl)Cl. Product: [NH2:18][C:12]1[CH:11]=[C:10]([CH:15]=[CH:14][C:13]=1[NH:16][CH3:17])[C:9]([NH:8][C:5]1[CH:4]=[CH:3][C:2]([Br:1])=[CH:7][CH:6]=1)=[O:21]. The catalyst class is: 8. (4) Reactant: [NH2:1][C:2]1[N:3]=[N:4][CH:5]=[CH:6][C:7]=1[C:8]1[C:9](=[O:14])[CH2:10][CH2:11][CH2:12][CH:13]=1.[BH4-].[Na+]. Product: [NH2:1][C:2]1[N:3]=[N:4][CH:5]=[CH:6][C:7]=1[C@H:8]1[CH2:13][CH2:12][CH2:11][CH2:10][C@@H:9]1[OH:14]. The catalyst class is: 5. (5) Reactant: [C:1]([O:4][C:5]1[CH:6]=[C:7]([CH:11]=[C:12]([O:18][C:19](=[O:21])[CH3:20])[C:13]=1[O:14][C:15](=[O:17])[CH3:16])[C:8](O)=O)(=[O:3])[CH3:2].S(Cl)(Cl)=O. Product: [C:1]([O:4][C:5]1[CH:6]=[C:7](/[CH:8]=[CH:8]/[C:7]2[CH:11]=[CH:12][CH:13]=[CH:5][CH:6]=2)[CH:11]=[C:12]([O:18][C:19](=[O:21])[CH3:20])[C:13]=1[O:14][C:15](=[O:17])[CH3:16])(=[O:3])[CH3:2]. The catalyst class is: 11. (6) Reactant: [Br:1][C:2]1[CH:7]=[CH:6][CH:5]=[C:4]([N+:8]([O-:10])=[O:9])[C:3]=1[OH:11].[H-].[Na+].I[CH3:15].O. Product: [Br:1][C:2]1[CH:7]=[CH:6][CH:5]=[C:4]([N+:8]([O-:10])=[O:9])[C:3]=1[O:11][CH3:15]. The catalyst class is: 3. (7) Reactant: C([O:3][C:4](=[O:18])[CH2:5][N:6]1[CH:10]=[C:9]([C:11]2[CH:16]=[CH:15][CH:14]=[C:13]([OH:17])[CH:12]=2)[N:8]=[N:7]1)C.[OH-].[Na+]. Product: [OH2:3].[OH:17][C:13]1[CH:12]=[C:11]([C:9]2[N:8]=[N:7][N:6]([CH2:5][C:4]([OH:18])=[O:3])[CH:10]=2)[CH:16]=[CH:15][CH:14]=1. The catalyst class is: 24. (8) Reactant: [Cl:1][C:2]1[CH:11]=[C:10]2[C:5]([C:6]([OH:15])=[C:7]([N+:12]([O-])=O)[CH:8]=[N:9]2)=[CH:4][CH:3]=1.O.O.[Sn](Cl)Cl.C(O)C.C(=O)(O)[O-].[Na+]. Product: [NH2:12][C:7]1[CH:8]=[N:9][C:10]2[C:5]([C:6]=1[OH:15])=[CH:4][CH:3]=[C:2]([Cl:1])[CH:11]=2. The catalyst class is: 6. (9) Reactant: [CH2:1]([C:3]1[CH:30]=[CH:29][C:6]([C:7]([N:9]2[CH2:14][CH2:13][C:12]3([O:19][C:18]4[CH:20]=[CH:21][CH:22]=[CH:23][C:17]=4[N:16]4[C:24]([CH:27]=O)=[CH:25][CH:26]=[C:15]34)[CH2:11][CH2:10]2)=[O:8])=[CH:5][C:4]=1[O:31][CH3:32])[CH3:2].Cl.[NH2:34][OH:35].C([O-])(=O)C.[Na+]. Product: [CH2:1]([C:3]1[CH:30]=[CH:29][C:6]([C:7]([N:9]2[CH2:14][CH2:13][C:12]3([O:19][C:18]4[CH:20]=[CH:21][CH:22]=[CH:23][C:17]=4[N:16]4[C:24](/[CH:27]=[N:34]\[OH:35])=[CH:25][CH:26]=[C:15]34)[CH2:11][CH2:10]2)=[O:8])=[CH:5][C:4]=1[O:31][CH3:32])[CH3:2]. The catalyst class is: 40.